From a dataset of Retrosynthesis with 50K atom-mapped reactions and 10 reaction types from USPTO. Predict the reactants needed to synthesize the given product. (1) Given the product O=C(Nc1ccc(Cl)c(NC(=O)c2ccccc2)c1)c1ccc(N2CCC(O)CC2)nc1, predict the reactants needed to synthesize it. The reactants are: O=C(Nc1ccc(Cl)c(NC(=O)c2ccccc2)c1)c1ccc(Cl)nc1.OC1CCNCC1. (2) The reactants are: CC(C)(C)OC(=O)/C=C/c1ccn(S(=O)(=O)c2cccc(Br)c2)c1. Given the product O=C(O)/C=C/c1ccn(S(=O)(=O)c2cccc(Br)c2)c1, predict the reactants needed to synthesize it. (3) Given the product CCOC(=O)C(C)(C)NCCN, predict the reactants needed to synthesize it. The reactants are: CCOC(=O)C(C)(C)NCCNC(=O)OC(C)(C)C.